Dataset: NCI-60 drug combinations with 297,098 pairs across 59 cell lines. Task: Regression. Given two drug SMILES strings and cell line genomic features, predict the synergy score measuring deviation from expected non-interaction effect. (1) Drug 1: C1CC(=O)NC(=O)C1N2CC3=C(C2=O)C=CC=C3N. Drug 2: C(CC(=O)O)C(=O)CN.Cl. Cell line: 786-0. Synergy scores: CSS=21.2, Synergy_ZIP=-6.70, Synergy_Bliss=-1.43, Synergy_Loewe=0.653, Synergy_HSA=0.699. (2) Drug 1: CS(=O)(=O)OCCCCOS(=O)(=O)C. Drug 2: CN(C(=O)NC(C=O)C(C(C(CO)O)O)O)N=O. Cell line: HCC-2998. Synergy scores: CSS=22.2, Synergy_ZIP=0.660, Synergy_Bliss=7.55, Synergy_Loewe=-0.818, Synergy_HSA=4.68.